From a dataset of Catalyst prediction with 721,799 reactions and 888 catalyst types from USPTO. Predict which catalyst facilitates the given reaction. (1) Reactant: [NH:1]1[C:9]2[C:4](=[CH:5][CH:6]=[CH:7][CH:8]=2)[CH2:3][C:2]1=[O:10].CN(C=O)C.[H-].[Na+].Cl[C:19]1[N:24]=[CH:23][N:22]=[C:21]([NH:25][C:26]2[CH:31]=[C:30]([O:32][CH3:33])[C:29]([O:34][CH3:35])=[C:28]([O:36][CH3:37])[CH:27]=2)[N:20]=1. Product: [CH3:33][O:32][C:30]1[CH:31]=[C:26]([NH:25][C:21]2[N:20]=[CH:19][N:24]=[C:23]([C:3]3[C:4]4[C:9](=[CH:8][CH:7]=[CH:6][CH:5]=4)[NH:1][C:2]=3[OH:10])[N:22]=2)[CH:27]=[C:28]([O:36][CH3:37])[C:29]=1[O:34][CH3:35]. The catalyst class is: 1. (2) Reactant: CC1(C)C[CH:10]([NH2:12])[C:9]2[C:4](=[CH:5][CH:6]=[CH:7]C=2)[O:3]1.[CH3:14][O:15][C:16]1[C:25]2[C:20](=[CH:21][CH:22]=[CH:23][CH:24]=2)[C:19]([C:26](=[O:32])[CH2:27][CH2:28][C:29]([OH:31])=O)=[CH:18][CH:17]=1.CCN=C=NCCCN(C)C.[ClH:44].[CH:45]1[CH:46]=[CH:47][C:48]2N(O)N=N[C:49]=2[CH:50]=1.C(N(CC)CC)C. Product: [Cl:44][C:45]1[CH:50]=[C:49]2[C:48](=[CH:47][CH:46]=1)[O:3][C:4]1([CH2:5][CH2:6][CH2:7]1)[CH2:9][CH:10]2[NH:12][C:29](=[O:31])[CH2:28][CH2:27][C:26](=[O:32])[C:19]1[C:20]2[C:25](=[CH:24][CH:23]=[CH:22][CH:21]=2)[C:16]([O:15][CH3:14])=[CH:17][CH:18]=1. The catalyst class is: 4. (3) Reactant: [CH3:1][N:2]1[CH:6]=[C:5]([C:7]2[CH:8]=[CH:9][C:10]3[N:11]([C:13]([SH:16])=[N:14][N:15]=3)[CH:12]=2)[CH:4]=[N:3]1.[Cl:17][C:18]1[C:27]2[C:22](=[CH:23][CH:24]=[C:25](Br)[CH:26]=2)[N:21]=[CH:20][CH:19]=1.C1(P(C2C=CC=CC=2)C2C3[O:48]C4C(=CC=CC=4P(C4C=CC=CC=4)C4C=CC=CC=4)C(C)(C)C=3C=CC=2)C=CC=CC=1.C(N(CC)C(C)C)(C)C. Product: [Cl:17][C:18]1[C:27]2[C:22](=[CH:23][CH:24]=[C:25]([S:16][C:13]3[N:11]4[CH:12]=[C:7]([C:5]5[CH:4]=[N:3][N:2]([CH3:1])[CH:6]=5)[CH:8]=[CH:9][C:10]4=[N:15][N:14]=3)[CH:26]=2)[NH:21][C:20](=[O:48])[CH:19]=1. The catalyst class is: 9. (4) Reactant: Cl.Cl.[F:3][C:4]1[CH:9]=[C:8]([C:10]#[N:11])[CH:7]=[CH:6][C:5]=1[C:12]1[CH:17]=[CH:16][C:15]([O:18][C:19]([F:22])([F:21])[F:20])=[C:14]([CH2:23][NH:24][C@H:25]2[CH2:30][CH2:29][NH:28][CH2:27][C@H:26]2[C:31]2[CH:36]=[CH:35][CH:34]=[CH:33][CH:32]=2)[CH:13]=1.[C:37]([N:44]1[CH2:49][CH2:48][CH2:47][CH2:46][C:45]1=O)([O:39][C:40]([CH3:43])([CH3:42])[CH3:41])=[O:38].C(O)(=O)C.[BH-](OC(C)=O)(OC(C)=O)OC(C)=O.[Na+]. The catalyst class is: 198. Product: [C:10]([C:8]1[CH:7]=[CH:6][C:5]([C:12]2[CH:17]=[CH:16][C:15]([O:18][C:19]([F:21])([F:22])[F:20])=[C:14]([CH2:23][NH:24][C@H:25]3[CH2:30][CH2:29][N:28]([CH:47]4[CH2:48][CH2:49][N:44]([C:37]([O:39][C:40]([CH3:43])([CH3:42])[CH3:41])=[O:38])[CH2:45][CH2:46]4)[CH2:27][C@H:26]3[C:31]3[CH:32]=[CH:33][CH:34]=[CH:35][CH:36]=3)[CH:13]=2)=[C:4]([F:3])[CH:9]=1)#[N:11].